The task is: Predict which catalyst facilitates the given reaction.. This data is from Catalyst prediction with 721,799 reactions and 888 catalyst types from USPTO. (1) Reactant: Cl.Cl.[F:3][C:4]([F:25])([F:24])[C:5]1[CH:10]=[CH:9][C:8]([N:11]2[CH:15]=[CH:14][C:13]([CH2:16][N:17]3[CH2:22][CH2:21][CH:20]([NH2:23])[CH2:19][CH2:18]3)=[CH:12]2)=[CH:7][CH:6]=1.[N:26]([C:29]1[C:38]2[C:33](=[CH:34][CH:35]=[CH:36][CH:37]=2)[CH:32]=[CH:31][CH:30]=1)=[C:27]=[O:28].CCN(C(C)C)C(C)C. The catalyst class is: 1. Product: [C:29]1([NH:26][C:27]([NH:23][CH:20]2[CH2:21][CH2:22][N:17]([CH2:16][C:13]3[CH:14]=[CH:15][N:11]([C:8]4[CH:9]=[CH:10][C:5]([C:4]([F:3])([F:24])[F:25])=[CH:6][CH:7]=4)[CH:12]=3)[CH2:18][CH2:19]2)=[O:28])[C:38]2[C:33](=[CH:34][CH:35]=[CH:36][CH:37]=2)[CH:32]=[CH:31][CH:30]=1. (2) Reactant: [F:1][C:2]1[CH:3]=[CH:4][C:5]2[S:9][CH:8]=[C:7]([CH:10](O)[CH2:11][CH2:12][N:13]([CH:17]3[CH2:26][C:25]4[C:20](=[CH:21][CH:22]=[CH:23][C:24]=4[O:27][CH3:28])[O:19][CH2:18]3)[CH2:14][CH2:15][CH3:16])[C:6]=2[CH:30]=1.C([SiH](CC)CC)C.FC(F)(F)C(O)=O. Product: [F:1][C:2]1[CH:3]=[CH:4][C:5]2[S:9][CH:8]=[C:7]([CH2:10][CH2:11][CH2:12][N:13]([CH2:14][CH2:15][CH3:16])[CH:17]3[CH2:26][C:25]4[C:20](=[CH:21][CH:22]=[CH:23][C:24]=4[O:27][CH3:28])[O:19][CH2:18]3)[C:6]=2[CH:30]=1. The catalyst class is: 2. (3) Reactant: [C:1]([NH:4][C:5]1[CH:27]=[CH:26][N:8]([C@@H:9]2[O:25][C@H:22]([CH2:23][OH:24])[C@@H:20]([OH:21])[C@H:10]2[O:11][CH2:12][O:13][CH2:14][O:15][CH2:16][CH2:17][C:18]#[N:19])[C:7](=[O:28])[N:6]=1)(=[O:3])[CH3:2].N1C=CC=CC=1.[CH3:35][O:36][C:37]1[CH:58]=[CH:57][C:40]([C:41](Cl)([C:50]2[CH:55]=[CH:54][CH:53]=[CH:52][CH:51]=2)[C:42]2[CH:47]=[CH:46][C:45]([O:48][CH3:49])=[CH:44][CH:43]=2)=[CH:39][CH:38]=1. Product: [C:1]([NH:4][C:5]1[CH:27]=[CH:26][N:8]([C@@H:9]2[O:25][C@H:22]([CH2:23][O:24][C:41]([C:50]3[CH:55]=[CH:54][CH:53]=[CH:52][CH:51]=3)([C:42]3[CH:47]=[CH:46][C:45]([O:48][CH3:49])=[CH:44][CH:43]=3)[C:40]3[CH:39]=[CH:38][C:37]([O:36][CH3:35])=[CH:58][CH:57]=3)[C@@H:20]([OH:21])[C@H:10]2[O:11][CH2:12][O:13][CH2:14][O:15][CH2:16][CH2:17][C:18]#[N:19])[C:7](=[O:28])[N:6]=1)(=[O:3])[CH3:2]. The catalyst class is: 5. (4) Reactant: [CH3:1][O:2][C:3](=[O:18])[C:4](=O)[CH2:5][C:6](=[O:16])/[CH:7]=[CH:8]/[C:9]1[CH:14]=[CH:13][C:12]([Cl:15])=[CH:11][CH:10]=1.C([O-])(=O)C.[NH4+:23]. Product: [CH3:1][O:2][C:3](=[O:18])/[C:4](/[NH2:23])=[CH:5]/[C:6](=[O:16])/[CH:7]=[CH:8]/[C:9]1[CH:14]=[CH:13][C:12]([Cl:15])=[CH:11][CH:10]=1. The catalyst class is: 5. (5) Reactant: [Cl:1]N1C(=O)CCC1=O.[C:9]([C:11]1[CH:12]=[C:13]([C:17]2[CH:26]=[C:25]3[C:20]([CH:21]=[CH:22][NH:23][C:24]3=[O:27])=[CH:19][CH:18]=2)[CH:14]=[CH:15][CH:16]=1)#[N:10]. Product: [Cl:1][C:21]1[C:20]2[C:25](=[CH:26][C:17]([C:13]3[CH:14]=[CH:15][CH:16]=[C:11]([C:9]#[N:10])[CH:12]=3)=[CH:18][CH:19]=2)[C:24](=[O:27])[NH:23][CH:22]=1. The catalyst class is: 44. (6) Reactant: Cl[C:2]1[CH:7]=[C:6]([C:8]2[N:12]=[C:11]([C:13]3[CH:14]=[N:15][N:16]([CH3:30])[C:17]=3[CH2:18][O:19][C:20]3[CH:25]=[CH:24][C:23]([C:26]([F:29])([F:28])[F:27])=[CH:22][CH:21]=3)[O:10][N:9]=2)[CH:5]=[CH:4][N:3]=1.[C:31]([NH2:34])(=[O:33])[CH3:32].C1(P(C2CCCCC2)C2C=CC=CC=2C2C(C(C)C)=CC(C(C)C)=CC=2C(C)C)CCCCC1.C(=O)([O-])[O-].[Cs+].[Cs+]. Product: [CH3:30][N:16]1[C:17]([CH2:18][O:19][C:20]2[CH:25]=[CH:24][C:23]([C:26]([F:29])([F:28])[F:27])=[CH:22][CH:21]=2)=[C:13]([C:11]2[O:10][N:9]=[C:8]([C:6]3[CH:5]=[CH:4][N:3]=[C:2]([NH:34][C:31](=[O:33])[CH3:32])[CH:7]=3)[N:12]=2)[CH:14]=[N:15]1. The catalyst class is: 584. (7) Reactant: [C:1]12([CH2:11][C:12]([NH:14][C:15]3[C:24]([CH3:25])=[CH:23][CH:22]=[C:21]4[C:16]=3[CH:17]=[CH:18][C:19]([Cl:26])=[N:20]4)=[O:13])[CH2:10][CH:5]3[CH2:6][CH:7]([CH2:9][CH:3]([CH2:4]3)[CH2:2]1)[CH2:8]2.C(=O)([O-])[O-].[K+].[K+].[NH:33]1[CH2:38][CH2:37][NH:36][CH2:35][CH2:34]1.O. Product: [ClH:26].[ClH:26].[C:1]12([CH2:11][C:12]([NH:14][C:15]3[C:24]([CH3:25])=[CH:23][CH:22]=[C:21]4[C:16]=3[CH:17]=[CH:18][C:19]([N:33]3[CH2:38][CH2:37][NH:36][CH2:35][CH2:34]3)=[N:20]4)=[O:13])[CH2:10][CH:5]3[CH2:6][CH:7]([CH2:9][CH:3]([CH2:4]3)[CH2:2]1)[CH2:8]2. The catalyst class is: 60.